From a dataset of Full USPTO retrosynthesis dataset with 1.9M reactions from patents (1976-2016). Predict the reactants needed to synthesize the given product. (1) Given the product [CH:14]1([C:12]([N:8]2[C:9]3[C:4](=[C:3]([O:18][C:19]4[CH:24]=[CH:23][CH:22]=[CH:21][CH:20]=4)[C:2]([N:25]4[CH:29]=[CH:28][CH:27]=[N:26]4)=[CH:11][CH:10]=3)[CH2:5][CH2:6][C@@H:7]2[CH3:17])=[O:13])[CH2:16][CH2:15]1, predict the reactants needed to synthesize it. The reactants are: Br[C:2]1[C:3]([O:18][C:19]2[CH:24]=[CH:23][CH:22]=[CH:21][CH:20]=2)=[C:4]2[C:9](=[CH:10][CH:11]=1)[N:8]([C:12]([CH:14]1[CH2:16][CH2:15]1)=[O:13])[C@@H:7]([CH3:17])[CH2:6][CH2:5]2.[NH:25]1[CH:29]=[CH:28][CH:27]=[N:26]1.C(=O)([O-])[O-].[Cs+].[Cs+]. (2) Given the product [N:21]1[C:22]2[CH:27]=[CH:26][N:25]=[CH:24][C:23]=2[N:19]([C:17]2[S:16][C:15]([C:28]([O:30][CH3:31])=[O:29])=[C:14]([O:13][CH2:6][C:5]3[CH:8]=[CH:9][CH:10]=[C:3]([C:2]([F:12])([F:11])[F:1])[CH:4]=3)[CH:18]=2)[CH:20]=1, predict the reactants needed to synthesize it. The reactants are: [F:1][C:2]([F:12])([F:11])[C:3]1[CH:4]=[C:5]([CH:8]=[CH:9][CH:10]=1)[CH2:6]Br.[OH:13][C:14]1[CH:18]=[C:17]([N:19]2[C:23]3[CH:24]=[N:25][CH:26]=[CH:27][C:22]=3[N:21]=[CH:20]2)[S:16][C:15]=1[C:28]([O:30][CH3:31])=[O:29].C(=O)([O-])[O-].[K+].[K+].